Dataset: Catalyst prediction with 721,799 reactions and 888 catalyst types from USPTO. Task: Predict which catalyst facilitates the given reaction. Reactant: Br[C:2]1[CH:3]=[C:4]2[C:9](=[CH:10][C:11]=1[O:12][CH3:13])[O:8][C:7]([CH3:15])([CH3:14])[CH:6]=[C:5]2[CH2:16][CH3:17].B1(B2[O:31][C:30](C)(C)[C:29]([CH3:35])(C)O2)O[C:29](C)([CH3:35])[C:30](C)(C)[O:31]1.[C:36]([O-])(=O)C.[K+].C(=O)([O-])[O-].[Na+].[Na+]. Product: [CH2:16]([C:5]1[C:4]2[C:9](=[CH:10][C:11]([O:12][CH3:13])=[C:2](/[C:35](/[CH3:36])=[CH:29]\[CH2:30][OH:31])[CH:3]=2)[O:8][C:7]([CH3:15])([CH3:14])[CH:6]=1)[CH3:17]. The catalyst class is: 9.